From a dataset of Catalyst prediction with 721,799 reactions and 888 catalyst types from USPTO. Predict which catalyst facilitates the given reaction. (1) Reactant: [CH2:1]1[CH2:11][C:9](=O)[C:8]2[C:3](=[CH:4][CH:5]=[CH:6][CH:7]=2)[CH2:2]1.C(O[CH:17]([N:21]([CH3:23])C)[N:18](C)C)(C)(C)C.Cl.[NH2:25]C(N)=N.[Na]. Product: [N:25]1[C:9]2[C:8]3[CH:7]=[CH:6][CH:5]=[CH:4][C:3]=3[CH2:2][CH2:1][C:11]=2[CH:23]=[N:21][C:17]=1[NH2:18]. The catalyst class is: 8. (2) Reactant: [OH:1][CH2:2][CH2:3][C@@:4]1([CH2:17][OH:18])[CH2:8][C@H:7]([NH:9][C:10](=[O:16])[O:11][C:12]([CH3:15])([CH3:14])[CH3:13])[CH:6]=[CH:5]1.[C:19]1([Se:25]N2C(=O)C3=CC=CC=C3C2=O)[CH:24]=[CH:23][CH:22]=[CH:21][CH:20]=1.B(F)(F)F. Product: [OH:18][CH2:17][C@:4]12[CH2:8][C@H:7]([NH:9][C:10](=[O:16])[O:11][C:12]([CH3:15])([CH3:13])[CH3:14])[C@H:6]([Se:25][C:19]3[CH:24]=[CH:23][CH:22]=[CH:21][CH:20]=3)[C@H:5]1[O:1][CH2:2][CH2:3]2. The catalyst class is: 2. (3) Reactant: Br[C:2]1[CH:7]=[CH:6][CH:5]=[CH:4][C:3]=1[CH2:8][CH2:9][C:10]([O:12][CH3:13])=[O:11].B1([C:23]2[CH2:28][CH2:27][N:26]([C:29]([O:31][C:32]([CH3:35])([CH3:34])[CH3:33])=[O:30])[CH2:25][CH:24]=2)OC(C)(C)C(C)(C)O1.C([O-])([O-])=O.[K+].[K+]. Product: [CH3:13][O:12][C:10](=[O:11])[CH2:9][CH2:8][C:3]1[CH:4]=[CH:5][CH:6]=[CH:7][C:2]=1[C:23]1[CH2:28][CH2:27][N:26]([C:29]([O:31][C:32]([CH3:35])([CH3:34])[CH3:33])=[O:30])[CH2:25][CH:24]=1. The catalyst class is: 140. (4) Reactant: [NH:1]([C:3]1[CH:8]=[CH:7][C:6]([S:9]([OH:12])(=[O:11])=[O:10])=[CH:5][CH:4]=1)N.[CH3:13][CH:14]([C:23](=O)[CH3:24])[CH2:15][CH2:16][CH2:17][CH2:18][S:19]([OH:22])(=[O:21])=[O:20]. Product: [CH3:24][C:23]1[C:14]([CH3:13])([CH2:15][CH2:16][CH2:17][CH2:18][S:19]([OH:22])(=[O:21])=[O:20])[C:8]2[C:3](=[CH:4][CH:5]=[C:6]([S:9]([OH:12])(=[O:11])=[O:10])[CH:7]=2)[N:1]=1. The catalyst class is: 15.